This data is from Forward reaction prediction with 1.9M reactions from USPTO patents (1976-2016). The task is: Predict the product of the given reaction. (1) Given the reactants [OH:1][C@H:2]([CH2:6][CH:7]([CH3:9])[CH3:8])[C:3]([OH:5])=O.C1C=CC2N(O)N=NC=2C=1.CCN=C=NCCCN(C)C.Cl.[CH2:32]([O:39][C:40]([N:42]1[CH2:47][CH2:46][NH:45][CH2:44][CH2:43]1)=[O:41])[C:33]1[CH:38]=[CH:37][CH:36]=[CH:35][CH:34]=1, predict the reaction product. The product is: [CH2:32]([O:39][C:40]([N:42]1[CH2:47][CH2:46][N:45]([C:3](=[O:5])[C@H:2]([OH:1])[CH2:6][CH:7]([CH3:9])[CH3:8])[CH2:44][CH2:43]1)=[O:41])[C:33]1[CH:38]=[CH:37][CH:36]=[CH:35][CH:34]=1. (2) Given the reactants [NH2:1][C:2]1[S:12][C:5]2[CH2:6][O:7][C:8]([CH3:11])([CH3:10])[CH2:9][C:4]=2[C:3]=1[C:13]([O:15][C:16]([CH3:19])([CH3:18])[CH3:17])=[O:14].[CH3:20][O:21][C:22]1[CH:32]=[CH:31][C:25]([C:26]([N:28]=[C:29]=[S:30])=[O:27])=[CH:24][CH:23]=1, predict the reaction product. The product is: [CH3:20][O:21][C:22]1[CH:23]=[CH:24][C:25]([C:26]([NH:28][C:29](=[S:30])[NH:1][C:2]2[S:12][C:5]3[CH2:6][O:7][C:8]([CH3:11])([CH3:10])[CH2:9][C:4]=3[C:3]=2[C:13]([O:15][C:16]([CH3:19])([CH3:18])[CH3:17])=[O:14])=[O:27])=[CH:31][CH:32]=1. (3) Given the reactants [CH2:1]([CH:3]([C:6]1[C:7]2[N:8]([C:13]([C:17]3[S:21][C:20]([C:22]#[N:23])=[CH:19][C:18]=3[CH3:24])=[C:14]([CH3:16])[N:15]=2)[N:9]=[C:10]([CH3:12])[CH:11]=1)[CH2:4][CH3:5])[CH3:2].CN(C=O)C.N(CC)(CC)CC.Cl.[N-:38]=[N+:39]=[N-:40].[Na+], predict the reaction product. The product is: [CH2:1]([CH:3]([C:6]1[C:7]2[N:8]([C:13]([C:17]3[S:21][C:20]([C:22]4[NH:40][N:39]=[N:38][N:23]=4)=[CH:19][C:18]=3[CH3:24])=[C:14]([CH3:16])[N:15]=2)[N:9]=[C:10]([CH3:12])[CH:11]=1)[CH2:4][CH3:5])[CH3:2]. (4) Given the reactants Cl.[CH3:2][O:3][C:4](=[O:7])[CH2:5][NH2:6].[CH3:8][O:9][C:10]1[CH:15]=[CH:14][C:13]([C:16](C)(C)[CH2:17][CH:18]=O)=[CH:12][CH:11]=1.[CH2:22](N(CC)CC)[CH3:23].[CH2:29](Cl)Cl, predict the reaction product. The product is: [CH3:2][O:3][C:4](=[O:7])[CH2:5]/[N:6]=[CH:22]/[CH2:23][C:17]([CH3:18])([CH3:29])[CH2:16][C:13]1[CH:12]=[CH:11][C:10]([O:9][CH3:8])=[CH:15][CH:14]=1. (5) Given the reactants Br[C:2]1[C:10]2[C:5](=[N:6][CH:7]=[N:8][C:9]=2[NH:11][C:12]2[CH:13]=[C:14]3[C:18](=[CH:19][C:20]=2[O:21][CH3:22])[NH:17][N:16]=[CH:15]3)[NH:4][N:3]=1.[N:23]1[CH:28]=[CH:27][CH:26]=[C:25](B(O)O)[CH:24]=1, predict the reaction product. The product is: [CH3:22][O:21][C:20]1[CH:19]=[C:18]2[C:14]([CH:15]=[N:16][NH:17]2)=[CH:13][C:12]=1[NH:11][C:9]1[N:8]=[CH:7][N:6]=[C:5]2[NH:4][N:3]=[C:2]([C:25]3[CH:24]=[N:23][CH:28]=[CH:27][CH:26]=3)[C:10]=12. (6) Given the reactants [O:1]1[CH2:6][CH2:5][CH:4]([C:7]([OH:9])=[O:8])[NH:3][CH2:2]1.[N:10]([O-])=[O:11].[Na+], predict the reaction product. The product is: [N:10]([N:3]1[CH:4]([C:7]([OH:9])=[O:8])[CH2:5][CH2:6][O:1][CH2:2]1)=[O:11].